From a dataset of Forward reaction prediction with 1.9M reactions from USPTO patents (1976-2016). Predict the product of the given reaction. Given the reactants C([O:4][C:5]1[CH:17]=[C:16]([C:18]2[CH:23]=[CH:22][CH:21]=[CH:20][CH:19]=2)[C:8]([O:9][CH2:10][C:11]([O:13][CH2:14][CH3:15])=[O:12])=[C:7]([C:24]2[CH:29]=[CH:28][CH:27]=[CH:26][CH:25]=2)[CH:6]=1)(=O)C.C1(C)C=CC(S(O)(=O)=O)=CC=1, predict the reaction product. The product is: [CH2:14]([O:13][C:11](=[O:12])[CH2:10][O:9][C:8]1[C:7]([C:24]2[CH:29]=[CH:28][CH:27]=[CH:26][CH:25]=2)=[CH:6][C:5]([OH:4])=[CH:17][C:16]=1[C:18]1[CH:19]=[CH:20][CH:21]=[CH:22][CH:23]=1)[CH3:15].